Task: Predict the reaction yield, written as a fraction of the theoretical maximum amount of product (1.0 means a 100% yield; for example, 0.34 means a 34% yield).. Dataset: Reaction yield outcomes from USPTO patents with 853,638 reactions The reactants are Br[C:2]1[C:7]([CH3:8])=[CH:6][CH:5]=[CH:4][N:3]=1.[CH2:9](B(O)O)[CH3:10]. No catalyst specified. The product is [CH2:9]([C:2]1[C:7]([CH3:8])=[CH:6][CH:5]=[CH:4][N:3]=1)[CH3:10]. The yield is 0.520.